Predict the reactants needed to synthesize the given product. From a dataset of Full USPTO retrosynthesis dataset with 1.9M reactions from patents (1976-2016). (1) The reactants are: [Br:1][C:2]1[C:7]([O:8][CH2:9][CH3:10])=[CH:6][C:5]([CH2:11][OH:12])=[CH:4][C:3]=1[O:13][CH2:14][CH3:15]. Given the product [Br:1][C:2]1[C:7]([O:8][CH2:9][CH3:10])=[CH:6][C:5]([CH:11]=[O:12])=[CH:4][C:3]=1[O:13][CH2:14][CH3:15], predict the reactants needed to synthesize it. (2) Given the product [CH2:1]([C:3]1[N:7]([C:8]2[N:16]=[C:15]3[C:11]([N:12]=[C:13]([C:18]4([OH:24])[CH2:19][CH2:20][N:21]([C:37](=[O:38])[C:36]([OH:35])([CH3:41])[CH3:40])[CH2:22][CH2:23]4)[N:14]3[CH3:17])=[C:10]([N:25]3[CH2:26][CH2:27][O:28][CH2:29][CH2:30]3)[N:9]=2)[C:6]2[CH:31]=[CH:32][CH:33]=[CH:34][C:5]=2[N:4]=1)[CH3:2], predict the reactants needed to synthesize it. The reactants are: [CH2:1]([C:3]1[N:7]([C:8]2[N:16]=[C:15]3[C:11]([N:12]=[C:13]([C:18]4([OH:24])[CH2:23][CH2:22][NH:21][CH2:20][CH2:19]4)[N:14]3[CH3:17])=[C:10]([N:25]3[CH2:30][CH2:29][O:28][CH2:27][CH2:26]3)[N:9]=2)[C:6]2[CH:31]=[CH:32][CH:33]=[CH:34][C:5]=2[N:4]=1)[CH3:2].[OH:35][C:36]([CH3:41])([CH3:40])[C:37](O)=[O:38].CCN(C(C)C)C(C)C.CN(C(ON1N=NC2C=CC=NC1=2)=[N+](C)C)C.F[P-](F)(F)(F)(F)F. (3) Given the product [Cl:31][C:20]1[CH:21]=[N:22][C:23]2[CH:24]=[CH:25][C:26](=[O:29])[N:27]3[CH2:15][C:16](=[CH2:17])[C:19]=1[C:28]=23, predict the reactants needed to synthesize it. The reactants are: CC(N([C@H]1CCN([CH2:15][CH:16]([C:19]2[C:28]3[C:23](=[CH:24][CH:25]=[C:26]([O:29]C)[N:27]=3)[N:22]=[CH:21][C:20]=2[Cl:31])[CH2:17]O)C[C@H]1O)C(=O)[O-])(C)C.C(N(C(C)C)CC)(C)C.C1(C)C=CC(S(OS(C2C=CC(C)=CC=2)(=O)=O)(=O)=O)=CC=1.